This data is from CYP2D6 inhibition data for predicting drug metabolism from PubChem BioAssay. The task is: Regression/Classification. Given a drug SMILES string, predict its absorption, distribution, metabolism, or excretion properties. Task type varies by dataset: regression for continuous measurements (e.g., permeability, clearance, half-life) or binary classification for categorical outcomes (e.g., BBB penetration, CYP inhibition). Dataset: cyp2d6_veith. (1) The result is 0 (non-inhibitor). The drug is O=C(O)COC(=O)Cc1ccccc1Nc1c(Cl)cccc1Cl. (2) The compound is COc1ccc(Cc2nnc(NC(=O)c3ccc(Cl)c([N+](=O)[O-])c3)s2)cc1. The result is 0 (non-inhibitor). (3) The drug is O=C(NNc1nc2ccccc2s1)c1ccccc1F. The result is 0 (non-inhibitor). (4) The result is 1 (inhibitor). The drug is COc1ccccc1CN1CCCC2(CCN(S(=O)(=O)c3ccccc3)CC2)C1. (5) The molecule is Cc1c([C@@H](C)[C@H]2NC[C@H](C)C[C@@H]2O)ccc2c1C[C@@H]1[C@H]2CC=C2C[C@@H](O)CC[C@@]21C. The result is 0 (non-inhibitor). (6) The molecule is CCOC(=O)N1CCC(=C2c3ccc(Cl)cc3CCc3cccnc32)CC1. The result is 0 (non-inhibitor). (7) The drug is C=CCNC(=O)c1onc(CSc2cc(C)cc(C)c2)c1C(=O)O. The result is 0 (non-inhibitor). (8) The drug is O=C(CSc1ccc(Cl)cc1)N1CCN(c2ccc(Cl)cc2[N+](=O)[O-])CC1. The result is 1 (inhibitor).